Dataset: Reaction yield outcomes from USPTO patents with 853,638 reactions. Task: Predict the reaction yield, written as a fraction of the theoretical maximum amount of product (1.0 means a 100% yield; for example, 0.34 means a 34% yield). The reactants are [C:1]([C:5]1[CH:10]=[CH:9][C:8]([N+:11]([O-])=O)=[CH:7][C:6]=1[OH:14])([CH3:4])([CH3:3])[CH3:2].C([O-])=O.[NH4+]. The catalyst is CCO.[Pd]. The product is [C:1]([C:5]1[CH:10]=[CH:9][C:8]([NH2:11])=[CH:7][C:6]=1[OH:14])([CH3:4])([CH3:2])[CH3:3]. The yield is 0.870.